This data is from Full USPTO retrosynthesis dataset with 1.9M reactions from patents (1976-2016). The task is: Predict the reactants needed to synthesize the given product. (1) Given the product [C:1]1([CH3:52])[CH:6]=[CH:5][C:4]([S:7]([N:10]2[CH2:12][CH2:13][N:14]([S:42]([C:45]3[CH:46]=[CH:47][C:48]([CH3:51])=[CH:49][CH:50]=3)(=[O:43])=[O:55])[CH2:15][CH2:60][N:57]([S:7]([C:4]3[CH:5]=[CH:6][C:1]([CH3:52])=[CH:2][CH:3]=3)(=[O:8])=[O:9])[CH2:58][CH2:16][N:17]([S:32]([C:35]3[CH:36]=[CH:37][C:38]([CH3:41])=[CH:39][CH:40]=3)(=[O:34])=[O:33])[CH2:18][CH2:19][N:21]([S:22]([C:25]3[CH:30]=[CH:29][C:28]([CH3:31])=[CH:27][CH:26]=3)(=[O:24])=[O:23])[CH2:20][CH2:19][CH2:18][N:17]([S:32]([C:35]3[CH:40]=[CH:39][C:38]([CH3:41])=[CH:37][CH:36]=3)(=[O:33])=[O:34])[CH2:16][CH2:15][N:14]([S:42]([C:45]3[CH:46]=[CH:47][C:48]([CH3:51])=[CH:49][CH:50]=3)(=[O:44])=[O:43])[CH2:13][CH2:12][CH2:11]2)(=[O:8])=[O:9])=[CH:3][CH:2]=1, predict the reactants needed to synthesize it. The reactants are: [C:1]1([CH3:52])[CH:6]=[CH:5][C:4]([S:7]([NH:10][CH2:11][CH2:12][CH2:13][N:14]([S:42]([C:45]2[CH:50]=[CH:49][C:48]([CH3:51])=[CH:47][CH:46]=2)(=[O:44])=[O:43])[CH2:15][CH2:16][N:17]([S:32]([C:35]2[CH:40]=[CH:39][C:38]([CH3:41])=[CH:37][CH:36]=2)(=[O:34])=[O:33])[CH2:18][CH2:19][CH2:20][NH:21][S:22]([C:25]2[CH:30]=[CH:29][C:28]([CH3:31])=[CH:27][CH:26]=2)(=[O:24])=[O:23])(=[O:9])=[O:8])=[CH:3][CH:2]=1.[H-].[Na+].[OH2:55].C[N:57]([CH3:60])[CH:58]=O. (2) Given the product [CH3:36][CH:37]([CH:44]1[C@:60]2([CH3:61])[CH:47]([CH:48]3[CH:57]([CH2:58][CH2:59]2)[C@:56]2([CH3:62])[CH:51]([CH2:52]/[C:53](=[CH:2]\[C:3]4[CH:4]=[CH:5][CH:6]=[CH:7][CH:8]=4)/[CH2:54][CH2:55]2)[CH2:50][CH2:49]3)[CH2:46][CH2:45]1)[CH2:38][CH2:39][CH2:40][CH:41]([CH3:42])[CH3:43], predict the reactants needed to synthesize it. The reactants are: [Br-].[CH2:2]([P+](C1C=CC=CC=1)(C1C=CC=CC=1)C1C=CC=CC=1)[C:3]1[CH:8]=[CH:7][CH:6]=[CH:5][CH:4]=1.[Li+].CC([N-]C(C)C)C.[CH3:36][CH:37]([CH:44]1[C@:60]2([CH3:61])[CH:47]([CH:48]3[CH:57]([CH2:58][CH2:59]2)[C@:56]2([CH3:62])[CH:51]([CH2:52][C:53](=O)[CH2:54][CH2:55]2)[CH2:50][CH2:49]3)[CH2:46][CH2:45]1)[CH2:38][CH2:39][CH2:40][CH:41]([CH3:43])[CH3:42].